This data is from NCI-60 drug combinations with 297,098 pairs across 59 cell lines. The task is: Regression. Given two drug SMILES strings and cell line genomic features, predict the synergy score measuring deviation from expected non-interaction effect. (1) Drug 1: CCC1=CC2CC(C3=C(CN(C2)C1)C4=CC=CC=C4N3)(C5=C(C=C6C(=C5)C78CCN9C7C(C=CC9)(C(C(C8N6C)(C(=O)OC)O)OC(=O)C)CC)OC)C(=O)OC.C(C(C(=O)O)O)(C(=O)O)O. Drug 2: C1CC(=O)NC(=O)C1N2C(=O)C3=CC=CC=C3C2=O. Cell line: NCI/ADR-RES. Synergy scores: CSS=2.93, Synergy_ZIP=0.547, Synergy_Bliss=5.10, Synergy_Loewe=3.71, Synergy_HSA=3.71. (2) Drug 1: C1C(C(OC1N2C=C(C(=O)NC2=O)F)CO)O. Drug 2: COCCOC1=C(C=C2C(=C1)C(=NC=N2)NC3=CC=CC(=C3)C#C)OCCOC.Cl. Cell line: TK-10. Synergy scores: CSS=34.5, Synergy_ZIP=-4.20, Synergy_Bliss=1.64, Synergy_Loewe=2.65, Synergy_HSA=2.76.